Task: Predict the reaction yield, written as a fraction of the theoretical maximum amount of product (1.0 means a 100% yield; for example, 0.34 means a 34% yield).. Dataset: Reaction yield outcomes from USPTO patents with 853,638 reactions (1) The reactants are [F:1][C:2]1[C:16]([F:17])=[CH:15][CH:14]=[CH:13][C:3]=1[O:4][CH2:5][CH2:6][N:7]1[CH2:12][CH2:11][O:10][CH2:9][CH2:8]1.CN(C)CCN(C)C.C([Li])CCC.CN(C)[CH:33]=[O:34].[Cl-].[NH4+]. The catalyst is O1CCCC1. The product is [F:17][C:16]1[C:2]([F:1])=[C:3]([O:4][CH2:5][CH2:6][N:7]2[CH2:8][CH2:9][O:10][CH2:11][CH2:12]2)[CH:13]=[CH:14][C:15]=1[CH:33]=[O:34]. The yield is 0.680. (2) The reactants are Br[C:2]1[CH:3]=[C:4]([N:8]2[C:16]3[CH:15]=[CH:14][N:13]=[C:12]([NH:17][CH3:18])[C:11]=3[C:10]([C:19]([O:21][CH3:22])=[O:20])=[N:9]2)[CH:5]=[CH:6][CH:7]=1.[C:23]([C@:25]1([OH:32])[CH2:29][CH2:28][N:27]([CH3:30])[C:26]1=[O:31])#[CH:24]. No catalyst specified. The product is [OH:32][C@@:25]1([C:23]#[C:24][C:2]2[CH:3]=[C:4]([N:8]3[C:16]4[CH:15]=[CH:14][N:13]=[C:12]([NH:17][CH3:18])[C:11]=4[C:10]([C:19]([O:21][CH3:22])=[O:20])=[N:9]3)[CH:5]=[CH:6][CH:7]=2)[CH2:29][CH2:28][N:27]([CH3:30])[C:26]1=[O:31]. The yield is 0.480. (3) The reactants are [NH2:1][CH:2]([C:6]#[N:7])[C:3]([NH2:5])=[O:4].[N:8]([C:11]1[C:20]2[C:15](=[CH:16][CH:17]=[CH:18][CH:19]=2)[CH:14]=[CH:13][CH:12]=1)=[C:9]=[S:10]. The catalyst is CCOC(C)=O. The product is [NH2:7][C:6]1[S:10][C:9]([NH:8][C:11]2[C:20]3[C:15](=[CH:16][CH:17]=[CH:18][CH:19]=3)[CH:14]=[CH:13][CH:12]=2)=[N:1][C:2]=1[C:3]([NH2:5])=[O:4]. The yield is 0.480. (4) The reactants are F[C:2]1[CH:9]=[C:8]([F:10])[CH:7]=[C:6](OC)[C:3]=1[C:4]#[N:5].[OH2:13].[NH2:14][NH2:15].[CH3:16]C(O)=O.CCOC(C)=O. The catalyst is C(O)CCC.O. The product is [F:10][C:8]1[CH:9]=[C:2]2[C:3]([C:4]([NH2:5])=[N:14][NH:15]2)=[C:6]([O:13][CH3:16])[CH:7]=1. The yield is 0.210. (5) The reactants are [F:1][C:2]1[CH:7]=[CH:6][C:5]([C:8]2[S:12][C:11]([CH3:13])=[N:10][C:9]=2[C:14]([N:16]2[CH2:23][CH:22]3[CH:18]([CH2:19][NH:20][CH2:21]3)[CH2:17]2)=[O:15])=[CH:4][CH:3]=1.CN(C=O)C.Cl[C:30]1[CH:35]=[C:34]([CH3:36])[N:33]=[C:32]([CH3:37])[N:31]=1.C(=O)([O-])[O-].[Cs+].[Cs+]. The catalyst is O.C(OCC)(=O)C. The product is [CH3:37][C:32]1[N:31]=[C:30]([N:20]2[CH2:19][CH:18]3[CH:22]([CH2:23][N:16]([C:14]([C:9]4[N:10]=[C:11]([CH3:13])[S:12][C:8]=4[C:5]4[CH:4]=[CH:3][C:2]([F:1])=[CH:7][CH:6]=4)=[O:15])[CH2:17]3)[CH2:21]2)[CH:35]=[C:34]([CH3:36])[N:33]=1. The yield is 0.620. (6) The reactants are C([N:3](CC)CC)C.CN.F[P-](F)(F)(F)(F)F.N1(O[P+](N(C)C)(N(C)C)N(C)C)C2C=CC=CC=2N=N1.[Cl:37][C:38]1[CH:46]=[CH:45][C:41]([C:42](O)=[O:43])=[C:40]([NH:47][CH2:48]C)[N:39]=1. The catalyst is C1COCC1. The product is [Cl:37][C:38]1[CH:46]=[CH:45][C:41]([C:42]([NH2:3])=[O:43])=[C:40]([NH:47][CH3:48])[N:39]=1. The yield is 0.770. (7) The reactants are [BH4-].[Na+].[CH2:3]([O:10][C:11]1[CH:16]=[CH:15][C:14]([C:17]2[C:26]3[C:21](=[CH:22][C:23]([O:27][CH3:28])=[CH:24][CH:25]=3)[CH2:20][CH2:19][N:18]=2)=[CH:13][CH:12]=1)[C:4]1[CH:9]=[CH:8][CH:7]=[CH:6][CH:5]=1. The catalyst is CO. The product is [CH2:3]([O:10][C:11]1[CH:12]=[CH:13][C:14]([CH:17]2[C:26]3[C:21](=[CH:22][C:23]([O:27][CH3:28])=[CH:24][CH:25]=3)[CH2:20][CH2:19][NH:18]2)=[CH:15][CH:16]=1)[C:4]1[CH:5]=[CH:6][CH:7]=[CH:8][CH:9]=1. The yield is 0.720.